From a dataset of Catalyst prediction with 721,799 reactions and 888 catalyst types from USPTO. Predict which catalyst facilitates the given reaction. (1) Reactant: [Cl:1][C:2](Cl)([O:4]C(=O)OC(Cl)(Cl)Cl)Cl.[N:13]1[CH:18]=[CH:17][CH:16]=[CH:15][C:14]=1[S:19][S:20][C@H:21]([CH3:24])[CH2:22][OH:23].N1C=CC=CC=1. Product: [C:2]([Cl:1])(=[O:4])[O:23][CH2:22][C@H:21]([S:20][S:19][C:14]1[CH:15]=[CH:16][CH:17]=[CH:18][N:13]=1)[CH3:24]. The catalyst class is: 2. (2) Reactant: [CH:1]1([C:4]2[CH:5]=[C:6]([C:23]([OH:25])=[O:24])[C:7]3[CH:12]=[N:11][N:10]([CH2:13][CH2:14][NH:15][C:16]([O:18][C:19]([CH3:22])([CH3:21])[CH3:20])=[O:17])[C:8]=3[N:9]=2)[CH2:3][CH2:2]1.N[CH2:27][C:28]1[C:29](=[O:36])[NH:30][C:31]([CH3:35])=[CH:32][C:33]=1[CH3:34].ON1C2N=CC=CC=2N=N1.C(Cl)CCl.CN1CCOCC1. Product: [CH:1]1([C:4]2[CH:5]=[C:6]([C:23]([O:25][CH2:27][C:28]3[C:29](=[O:36])[NH:30][C:31]([CH3:35])=[CH:32][C:33]=3[CH3:34])=[O:24])[C:7]3[CH:12]=[N:11][N:10]([CH2:13][CH2:14][NH:15][C:16]([O:18][C:19]([CH3:22])([CH3:20])[CH3:21])=[O:17])[C:8]=3[N:9]=2)[CH2:3][CH2:2]1. The catalyst class is: 374. (3) Reactant: C(=O)([O-])[O-].[K+].[K+].[F:7][C:8]([F:23])([S:19](F)(=[O:21])=[O:20])[C:9]([F:18])([F:17])[C:10]([F:16])([F:15])[C:11]([F:14])([F:13])[F:12].[C:24]([O:27][C@@H:28]1[CH2:45][C@@:43]2([CH3:44])[C@@H:39]([CH2:40][CH2:41][C:42]2=[O:46])[C@H:38]2[C@H:29]1[C:30]1[CH:31]=[CH:32][C:33]([OH:47])=[CH:34][C:35]=1[CH2:36][CH2:37]2)(=[O:26])[CH3:25].[Cl-].[Na+]. Product: [C:24]([O:27][C@@H:28]1[CH2:45][C@@:43]2([CH3:44])[C@@H:39]([CH2:40][CH2:41][C:42]2=[O:46])[C@H:38]2[C@H:29]1[C:30]1[CH:31]=[CH:32][C:33]([O:47][S:19]([C:8]([F:7])([F:23])[C:9]([F:17])([F:18])[C:10]([F:15])([F:16])[C:11]([F:14])([F:13])[F:12])(=[O:21])=[O:20])=[CH:34][C:35]=1[CH2:36][CH2:37]2)(=[O:26])[CH3:25]. The catalyst class is: 20. (4) Reactant: [CH2:1]([C@:3]1([OH:25])[CH2:8][CH2:7][CH2:6][CH2:5][C@H:4]1[N:9]1[C:13]([C:14]2[CH:19]=[CH:18][CH:17]=[CH:16][CH:15]=2)=[C:12]([C:20]([O:22]CC)=[O:21])[N:11]=[CH:10]1)[CH3:2].[OH-].[Na+].Cl. Product: [CH2:1]([C@:3]1([OH:25])[CH2:8][CH2:7][CH2:6][CH2:5][C@H:4]1[N:9]1[C:13]([C:14]2[CH:19]=[CH:18][CH:17]=[CH:16][CH:15]=2)=[C:12]([C:20]([OH:22])=[O:21])[N:11]=[CH:10]1)[CH3:2]. The catalyst class is: 8. (5) Reactant: [Cl:1][C:2]1[CH:7]=[CH:6][C:5]([C:8]2[N:12]([CH2:13][CH:14]([OH:19])[C:15]([F:18])([F:17])[F:16])[C:11](=[O:20])[N:10]([CH2:21][C:22]([O:24]C)=[O:23])[N:9]=2)=[CH:4][CH:3]=1.[OH-].[Li+]. Product: [Cl:1][C:2]1[CH:7]=[CH:6][C:5]([C:8]2[N:12]([CH2:13][CH:14]([OH:19])[C:15]([F:18])([F:16])[F:17])[C:11](=[O:20])[N:10]([CH2:21][C:22]([OH:24])=[O:23])[N:9]=2)=[CH:4][CH:3]=1. The catalyst class is: 24. (6) Reactant: [CH3:1][O:2][C:3]1[C:23]([CH3:24])=[CH:22][C:6]2[C:7]3[N:12]([CH:13]([CH3:15])[CH2:14][C:5]=2[CH:4]=1)[CH:11]=[C:10]([C:16]([O:18]CC)=[O:17])[C:9](=[O:21])[CH:8]=3.O.[OH-].[Li+].Cl. Product: [CH3:1][O:2][C:3]1[C:23]([CH3:24])=[CH:22][C:6]2[C:7]3[N:12]([CH:13]([CH3:15])[CH2:14][C:5]=2[CH:4]=1)[CH:11]=[C:10]([C:16]([OH:18])=[O:17])[C:9](=[O:21])[CH:8]=3. The catalyst class is: 24.